Dataset: Experimentally validated miRNA-target interactions with 360,000+ pairs, plus equal number of negative samples. Task: Binary Classification. Given a miRNA mature sequence and a target amino acid sequence, predict their likelihood of interaction. (1) The miRNA is hsa-miR-196b-3p with sequence UCGACAGCACGACACUGCCUUC. The protein sequence of the target gene is MADPGMMSLFGEDGNIFSEGLEGLGECGYPENPVNPMGQQMPIDQGFASLQPSLHHPSTNQNQTKLTHFDHYNQYEQQKMHLMDQPNRMMSNTPGNGLASPHSQYHTPPVPQVPHGGSGGGQMGVYPGMQNERHGQSFVDSSSMWGPRAVQVPDQIRAPYQQQQPQPQPPQPAPSGPPAQGHPQHMQQMGSYMARGDFSMQQHGQPQQRMSQFSQGQEGLNQGNPFIATSGPGHLSHVPQQSPSMAPSLRHSVQQFHHHPSTALHGESVAHSPRFSPNPPQQGAVRPQTLNFSSRSQTVP.... Result: 0 (no interaction). (2) The miRNA is hsa-miR-5707 with sequence ACGUUUGAAUGCUGUACAAGGC. The protein sequence of the target gene is MHPEPAPPPSHSNPELPVSGGSSTSGSRRSRRRSGDGEPSGAPPLPPPPPAVSYPDWIGQSYSEVMSLNEHSMQALSWRKLYLSRAKLKASSRTSALLSGFAMVAMVEVQLDTDHDYPPGLLIVFSACTTVLVAVHLFALMISTCILPNIEAVSNVHNLNSVKESPHERMHRHIELAWAFSTVIGTLLFLAEVVLLCWVKFLPLKRQAGQPSPTKPPAESVIVANHSDSSGITPGEAAAIASTAIMVPCGLVFIVFAVHFYRSLVSHKTDRQFQELNELAEFARLQDQLDHRGDHSLTPG.... Result: 0 (no interaction). (3) The miRNA is rno-miR-125b-5p with sequence UCCCUGAGACCCUAACUUGUGA. The protein sequence of the target gene is MEGCVSNLMVCNLAYSGKLEELKESILADKSLATRTDQDSRTALHWACSAGHTEIVEFLLQLGVPVNDKDDAGWSPLHIAASAGRDEIVKALLGKGAQVNAVNQNGCTPLHYAASKNRHEIAVMLLEGGANPDAKDHYEATAMHRAAAKGNLKMIHILLYYKASTNIQDTEGNTPLHLACDEERVEEAKLLVSQGASIYIENKEEKTPLQVAKGGLGLILKRMVEG. Result: 0 (no interaction). (4) Result: 1 (interaction). The miRNA is hsa-miR-490-3p with sequence CAACCUGGAGGACUCCAUGCUG. The protein sequence of the target gene is MLRGSASSTSMEKAKGKEWTSTEKSREEDQQASNQPNSIALPGTSAKRTKEKMSIKGSKVLCPKKKAEHTDNPRPQKKIPIPPLPSKLPPVNLIHRDILRAWCQQLKLSSKGQKLDAYKRLCAFAYPNQKDFPSTAKEAKIRKSLQKKLKVEKGETSLQSSETHPPEVALPPVGEPPALENSTALLEGVNTVVVTTSAPEALLASWARISARARTPEAVESPQEASGVRWCVVHGKSLPADTDGWVHLQFHAGQAWVPEKQEGRVSALFLLPASNFPPPHLEDNMLCPKCVHRNKVLIKS....